From a dataset of CYP2C19 inhibition data for predicting drug metabolism from PubChem BioAssay. Regression/Classification. Given a drug SMILES string, predict its absorption, distribution, metabolism, or excretion properties. Task type varies by dataset: regression for continuous measurements (e.g., permeability, clearance, half-life) or binary classification for categorical outcomes (e.g., BBB penetration, CYP inhibition). Dataset: cyp2c19_veith. (1) The molecule is COc1ccc(CNc2ncnc3ccc(-c4ccccc4OC)cc23)c(OC)c1. The result is 1 (inhibitor). (2) The molecule is CCCN1CCc2cc(O)cc3c2[C@H]1Cc1ccc(O)c(O)c1-3. The result is 0 (non-inhibitor). (3) The compound is Cc1c(Cl)cnc(NC(=O)COC(=O)CCS(=O)(=O)c2ccccc2)c1Cl. The result is 1 (inhibitor). (4) The compound is c1ccc(Nc2nc(-c3cccnc3)nc3ccccc23)cc1. The result is 0 (non-inhibitor). (5) The compound is CCCC(=O)Nc1ncnc2c1ncn2[C@@H]1O[C@@H]2COP(=O)([O-])O[C@H]2[C@H]1OC(=O)CCC. The result is 0 (non-inhibitor). (6) The molecule is Cn1cc(/C=C2/SC(=O)N(CC(=O)Nc3ccc4c(c3)OCO4)C2=O)c2ccccc21. The result is 1 (inhibitor). (7) The drug is O[C@@H](CN1CC1)[C@H](O)CN1CC1. The result is 0 (non-inhibitor). (8) The compound is O=C(OCc1nnc(-c2ccccc2)o1)c1ccc2c(c1)OCCO2. The result is 1 (inhibitor). (9) The molecule is NC(N)=NCCNOS(=O)c1cccc2cnccc12. The result is 0 (non-inhibitor).